Dataset: Forward reaction prediction with 1.9M reactions from USPTO patents (1976-2016). Task: Predict the product of the given reaction. (1) Given the reactants Br[C:2]1[C:11]2[C:6](=[CH:7][CH:8]=[CH:9][CH:10]=2)[C:5]([S:12]([NH:15][C@@H:16]([CH2:21][CH3:22])[C:17]([F:20])([F:19])[F:18])(=[O:14])=[O:13])=[CH:4][CH:3]=1.[CH3:23][C:24]([CH3:51])([CH2:29][C:30](=[O:50])[NH:31][NH:32][C:33]([C:35]1[S:36][CH:37]=[C:38]([CH2:40][O:41]COCC[Si](C)(C)C)[N:39]=1)=O)[C:25]([O:27][CH3:28])=[O:26].P(C1CCCCC1)(C1CCCCC1)C1CCCCC1.[H+].[B-](F)(F)(F)F.C(O)(C(C)(C)C)=O.C([O-])([O-])=O.[K+].[K+], predict the reaction product. The product is: [OH:41][CH2:40][C:38]1[N:39]=[C:35]([C:33]2[O:50][C:30]([CH2:29][C:24]([CH3:51])([CH3:23])[C:25]([O:27][CH3:28])=[O:26])=[N:31][N:32]=2)[S:36][C:37]=1[C:2]1[C:11]2[C:6](=[CH:7][CH:8]=[CH:9][CH:10]=2)[C:5]([S:12](=[O:14])(=[O:13])[NH:15][C@@H:16]([CH2:21][CH3:22])[C:17]([F:20])([F:19])[F:18])=[CH:4][CH:3]=1. (2) The product is: [CH3:26][O:27][C:21](=[O:22])[CH2:20][CH2:19][CH2:18][CH2:14][C:15]([C:7]1[CH:8]=[CH:9][CH:10]=[C:5]([O:4][CH3:3])[CH:6]=1)=[O:16]. Given the reactants [Br-].[Li+].[CH3:3][O:4][C:5]1[CH:6]=[C:7]([Mg]Br)[CH:8]=[CH:9][CH:10]=1.C[CH:14]([CH2:18][CH2:19][CH2:20][C:21](Cl)=[O:22])[C:15](Cl)=[O:16].C1C[O:27][CH2:26]C1, predict the reaction product. (3) Given the reactants [NH:1]([C:14]([O:16][CH2:17][CH:18]1[C:30]2[C:25](=[CH:26][CH:27]=[CH:28][CH:29]=2)[C:24]2[C:19]1=[CH:20][CH:21]=[CH:22][CH:23]=2)=[O:15])[C@@H:2]([C:11](O)=[O:12])[CH2:3][C:4](=[O:10])[O:5][C:6]([CH3:9])([CH3:8])[CH3:7].C(N(CC)C(C)C)(C)C.ClC(OCC(C)C)=O.[BH4-].[Na+], predict the reaction product. The product is: [CH:20]1[C:19]2[CH:18]([CH2:17][O:16][C:14]([NH:1][C@@H:2]([CH2:11][OH:12])[CH2:3][C:4]([O:5][C:6]([CH3:7])([CH3:9])[CH3:8])=[O:10])=[O:15])[C:30]3[C:25](=[CH:26][CH:27]=[CH:28][CH:29]=3)[C:24]=2[CH:23]=[CH:22][CH:21]=1. (4) The product is: [C:11]([C:9]1[CH:8]=[C:4]([CH:3]=[C:2]([OH:21])[CH:10]=1)[C:5]([OH:7])=[O:6])([CH3:14])([CH3:13])[CH3:12]. Given the reactants Br[C:2]1[CH:3]=[C:4]([CH:8]=[C:9]([C:11]([CH3:14])([CH3:13])[CH3:12])[CH:10]=1)[C:5]([OH:7])=[O:6].C([Li])CCC.B(OC)(OC)[O:21]C.[OH-].[Na+].OO.Cl, predict the reaction product. (5) Given the reactants COC1C=CC(C[N:10]2[C:14]3([C:25]4[CH:30]=[CH:29][N:28]=[CH:27][CH:26]=4)[CH2:15][N:16](C(OC(C)(C)C)=O)[CH2:17][CH:13]3[CH2:12][O:11]2)=CC=1.FC(F)(F)C(O)=O, predict the reaction product. The product is: [N:28]1[CH:27]=[CH:26][C:25]([C:14]23[CH2:15][NH:16][CH2:17][CH:13]2[CH2:12][O:11][NH:10]3)=[CH:30][CH:29]=1. (6) Given the reactants [Cl:1][C:2]1[CH:7]=[C:6]([N+:8]([O-:10])=[O:9])[CH:5]=[C:4]([Cl:11])[C:3]=1F.[CH2:13]1[C:16]2([CH2:19][NH:18][CH2:17]2)[CH2:15][N:14]1[C:20]([O:22][C:23]([CH3:26])([CH3:25])[CH3:24])=[O:21].C([O-])([O-])=O.[Cs+].[Cs+].CN(C=O)C, predict the reaction product. The product is: [C:23]([O:22][C:20]([N:14]1[CH2:15][C:16]2([CH2:17][N:18]([C:3]3[C:2]([Cl:1])=[CH:7][C:6]([N+:8]([O-:10])=[O:9])=[CH:5][C:4]=3[Cl:11])[CH2:19]2)[CH2:13]1)=[O:21])([CH3:26])([CH3:24])[CH3:25].